Task: Regression. Given two drug SMILES strings and cell line genomic features, predict the synergy score measuring deviation from expected non-interaction effect.. Dataset: Merck oncology drug combination screen with 23,052 pairs across 39 cell lines (1) Drug 1: O=S1(=O)NC2(CN1CC(F)(F)F)C1CCC2Cc2cc(C=CCN3CCC(C(F)(F)F)CC3)ccc2C1. Drug 2: O=P1(N(CCCl)CCCl)NCCCO1. Cell line: NCIH2122. Synergy scores: synergy=1.52. (2) Synergy scores: synergy=6.33. Drug 1: O=C(O)C1(Cc2cccc(Nc3nccs3)n2)CCC(Oc2cccc(Cl)c2F)CC1. Drug 2: CCC1(O)C(=O)OCc2c1cc1n(c2=O)Cc2cc3c(CN(C)C)c(O)ccc3nc2-1. Cell line: T47D. (3) Cell line: SW837. Drug 1: Cn1c(=O)n(-c2ccc(C(C)(C)C#N)cc2)c2c3cc(-c4cnc5ccccc5c4)ccc3ncc21. Synergy scores: synergy=9.73. Drug 2: CCc1cnn2c(NCc3ccc[n+]([O-])c3)cc(N3CCCCC3CCO)nc12. (4) Drug 1: COc1cc(C2c3cc4c(cc3C(OC3OC5COC(C)OC5C(O)C3O)C3COC(=O)C23)OCO4)cc(OC)c1O. Drug 2: Cn1cc(-c2cnn3c(N)c(Br)c(C4CCCNC4)nc23)cn1. Cell line: SKMES1. Synergy scores: synergy=-14.2.